The task is: Predict the product of the given reaction.. This data is from Forward reaction prediction with 1.9M reactions from USPTO patents (1976-2016). (1) Given the reactants [OH-].[Li+].[Cl:3][C:4]1[CH:9]=[CH:8][C:7]([C:10]([NH:12][C@@H:13]([CH:18]2[CH2:23][CH2:22][CH2:21][CH2:20][CH2:19]2)[C:14]([O:16]C)=[O:15])=[O:11])=[C:6]([NH:24][C:25]([NH:27][C:28]2[C:33]([Cl:34])=[CH:32][C:31]([Cl:35])=[CH:30][C:29]=2[Cl:36])=[O:26])[CH:5]=1.CO.Cl, predict the reaction product. The product is: [Cl:3][C:4]1[CH:9]=[CH:8][C:7]([C:10]([NH:12][CH:13]([CH:18]2[CH2:23][CH2:22][CH2:21][CH2:20][CH2:19]2)[C:14]([OH:16])=[O:15])=[O:11])=[C:6]([NH:24][C:25]([NH:27][C:28]2[C:29]([Cl:36])=[CH:30][C:31]([Cl:35])=[CH:32][C:33]=2[Cl:34])=[O:26])[CH:5]=1. (2) Given the reactants Br[C:2]1[CH:3]=[C:4]2[C:31](=[CH:32][CH:33]=1)[O:30][C:29]([CH3:35])([CH3:34])[C:25]1([CH2:28][O:27][CH2:26]1)[C:5]12[CH2:9][O:8][C:7]([N:10](C(OC(C)(C)C)=O)C(OC(C)(C)C)=O)=[N:6]1.[NH:36]1[C:44]2[C:39](=[CH:40][C:41](B(O)O)=[CH:42][CH:43]=2)[CH:38]=[CH:37]1.C([O-])([O-])=O.[K+].[K+], predict the reaction product. The product is: [NH:36]1[C:44]2[C:39](=[CH:40][C:41]([C:2]3[CH:3]=[C:4]4[C:31](=[CH:32][CH:33]=3)[O:30][C:29]([CH3:35])([CH3:34])[C:25]3([CH2:28][O:27][CH2:26]3)[C:5]34[CH2:9][O:8][C:7]([NH2:10])=[N:6]3)=[CH:42][CH:43]=2)[CH:38]=[CH:37]1.